From a dataset of Catalyst prediction with 721,799 reactions and 888 catalyst types from USPTO. Predict which catalyst facilitates the given reaction. Reactant: [NH2:1][CH2:2][C:3]1[CH:16]=[CH:15][C:6]([O:7][C:8]2[CH:13]=[CH:12][C:11]([OH:14])=[CH:10][CH:9]=2)=[CH:5][CH:4]=1.CN1CCOCC1.[C:24](Cl)(=[O:27])[CH2:25][CH3:26]. Product: [OH:14][C:11]1[CH:12]=[CH:13][C:8]([O:7][C:6]2[CH:15]=[CH:16][C:3]([CH2:2][NH:1][C:24](=[O:27])[CH2:25][CH3:26])=[CH:4][CH:5]=2)=[CH:9][CH:10]=1. The catalyst class is: 10.